This data is from Peptide-MHC class I binding affinity with 185,985 pairs from IEDB/IMGT. The task is: Regression. Given a peptide amino acid sequence and an MHC pseudo amino acid sequence, predict their binding affinity value. This is MHC class I binding data. (1) The peptide sequence is CASSSDWFY. The MHC is HLA-B18:01 with pseudo-sequence HLA-B18:01. The binding affinity (normalized) is 0.0847. (2) The peptide sequence is FTPEAKNSTF. The MHC is HLA-A26:01 with pseudo-sequence HLA-A26:01. The binding affinity (normalized) is 0.401. (3) The peptide sequence is MFINDVHAL. The MHC is HLA-B08:02 with pseudo-sequence HLA-B08:02. The binding affinity (normalized) is 0.0847. (4) The peptide sequence is LIHDNIMYTY. The MHC is HLA-A31:01 with pseudo-sequence HLA-A31:01. The binding affinity (normalized) is 0.230. (5) The peptide sequence is AIFFTTSLF. The MHC is HLA-A23:01 with pseudo-sequence HLA-A23:01. The binding affinity (normalized) is 0.491. (6) The peptide sequence is RVRRYQIAQY. The MHC is HLA-A33:01 with pseudo-sequence HLA-A33:01. The binding affinity (normalized) is 0. (7) The MHC is HLA-A02:03 with pseudo-sequence HLA-A02:03. The binding affinity (normalized) is 0.895. The peptide sequence is KLSGLGLNAV. (8) The MHC is HLA-B44:02 with pseudo-sequence HLA-B44:02. The peptide sequence is RDWAHNSL. The binding affinity (normalized) is 0. (9) The peptide sequence is GVVAFLILP. The MHC is HLA-A24:02 with pseudo-sequence HLA-A24:02. The binding affinity (normalized) is 0.